Dataset: Reaction yield outcomes from USPTO patents with 853,638 reactions. Task: Predict the reaction yield, written as a fraction of the theoretical maximum amount of product (1.0 means a 100% yield; for example, 0.34 means a 34% yield). (1) The reactants are [NH2:1][C:2]1[CH:7]=[CH:6][CH:5]=[CH:4][C:3]=1[CH2:8][CH2:9][OH:10].[Cl:11][C:12]1[CH:13]=[C:14]([N:19]=[C:20]=[O:21])[CH:15]=[CH:16][C:17]=1[Cl:18]. The catalyst is O1CCOCC1.C(OC(C)C)(C)C. The product is [Cl:11][C:12]1[CH:13]=[C:14]([NH:19][C:20]([NH:1][C:2]2[CH:7]=[CH:6][CH:5]=[CH:4][C:3]=2[CH2:8][CH2:9][OH:10])=[O:21])[CH:15]=[CH:16][C:17]=1[Cl:18]. The yield is 0.690. (2) The reactants are [Cl:1][C:2]1[C:7]([N:8]2[CH2:13][CH2:12][O:11][CH:10]([C:14]([N:16]3[CH2:21][CH2:20][O:19][CH2:18][CH2:17]3)=[O:15])[CH2:9]2)=[CH:6][C:5]([C:22]#[N:23])=[CH:4][C:3]=1[NH:24]C(=O)OC(C)(C)C.C(O)(C(F)(F)F)=O. The catalyst is ClCCl. The product is [NH2:24][C:3]1[CH:4]=[C:5]([CH:6]=[C:7]([N:8]2[CH2:13][CH2:12][O:11][CH:10]([C:14]([N:16]3[CH2:21][CH2:20][O:19][CH2:18][CH2:17]3)=[O:15])[CH2:9]2)[C:2]=1[Cl:1])[C:22]#[N:23]. The yield is 0.960. (3) The yield is 0.850. The catalyst is [Rh].O. The reactants are [C:1]([OH:18])(=[O:17])[C:2]1[C:3](=[CH:7][C:8](=[C:12]([CH:16]=1)[C:13]([OH:15])=[O:14])[C:9]([OH:11])=[O:10])[C:4]([OH:6])=[O:5].[H][H]. The product is [CH:8]1([C:9]([OH:11])=[O:10])[CH2:7][CH:3]([C:4]([OH:6])=[O:5])[CH:2]([C:1]([OH:18])=[O:17])[CH2:16][CH:12]1[C:13]([OH:15])=[O:14]. (4) The reactants are [H-].[Na+].[O:3]=[C:4]([CH3:11])[CH2:5][C:6]([O:8][CH2:9][CH3:10])=[O:7].Cl[C:13]1[CH:18]=[CH:17][C:16]([N+:19]([O-:21])=[O:20])=[CH:15][C:14]=1[N+:22]([O-:24])=[O:23].Cl. The catalyst is O1CCCC1. The product is [N+:19]([C:16]1[CH:15]=[C:14]([N+:22]([O-:24])=[O:23])[CH:13]=[CH:18][C:17]=1[CH:5]([C:4](=[O:3])[CH3:11])[C:6]([O:8][CH2:9][CH3:10])=[O:7])([O-:21])=[O:20]. The yield is 0.980. (5) The reactants are [F:1][C:2]1[C:3]2[S:20][CH:19]=[CH:18][C:4]=2[N:5]([CH2:10][O:11][CH2:12][CH2:13][Si:14]([CH3:17])([CH3:16])[CH3:15])[C:6]=1[C:7]([OH:9])=[O:8].[CH3:21][Si](C=[N+]=[N-])(C)C. No catalyst specified. The product is [F:1][C:2]1[C:3]2[S:20][CH:19]=[CH:18][C:4]=2[N:5]([CH2:10][O:11][CH2:12][CH2:13][Si:14]([CH3:16])([CH3:15])[CH3:17])[C:6]=1[C:7]([O:9][CH3:21])=[O:8]. The yield is 0.00800. (6) The reactants are C([Li])CCC.[Cl:6][C:7]1[CH:8]=[CH:9][C:10]2[O:14][CH:13]=[C:12]([CH3:15])[C:11]=2[CH:16]=1.CN([CH:20]=[O:21])C. The catalyst is C1COCC1. The product is [Cl:6][C:7]1[CH:8]=[CH:9][C:10]2[O:14][C:13]([CH:20]=[O:21])=[C:12]([CH3:15])[C:11]=2[CH:16]=1. The yield is 0.960.